The task is: Regression/Classification. Given a drug SMILES string, predict its absorption, distribution, metabolism, or excretion properties. Task type varies by dataset: regression for continuous measurements (e.g., permeability, clearance, half-life) or binary classification for categorical outcomes (e.g., BBB penetration, CYP inhibition). Dataset: cyp2c9_veith.. This data is from CYP2C9 inhibition data for predicting drug metabolism from PubChem BioAssay. (1) The result is 0 (non-inhibitor). The molecule is CCC(=O)NC(=S)Nc1ccc(S(=O)(=O)NC(C)=O)cc1. (2) The compound is Cc1ccc(NC(=O)c2cc(N3C(=O)C4CC=CCC4C3=O)ccc2N2CCOCC2)cc1Cl. The result is 1 (inhibitor). (3) The drug is O=C(c1cccc(F)c1)N1CCC2(CC1)CN(c1ncccn1)C2. The result is 0 (non-inhibitor). (4) The drug is Cc1cnc(C(=O)OCC(=O)NC(C)C)cn1. The result is 0 (non-inhibitor). (5) The drug is CC1=CC(=C2C(=O)c3ccccc3C2=O)C=C(C)N1Cc1ccco1. The result is 1 (inhibitor). (6) The molecule is CC(C)C(NC(=O)C1CCCCC1)C(=O)NCc1ccccn1. The result is 0 (non-inhibitor). (7) The molecule is O=S(=O)(c1cccc2cnccc12)N1CCNCC1. The result is 0 (non-inhibitor). (8) The drug is CN(C(=O)c1c(O)c2ccccc2n(C)c1=O)c1ccccc1. The result is 0 (non-inhibitor).